Dataset: Full USPTO retrosynthesis dataset with 1.9M reactions from patents (1976-2016). Task: Predict the reactants needed to synthesize the given product. (1) Given the product [C:35]([NH:27][C:26]1[NH:25][C:23](=[O:24])[C:22]2[N:21]=[CH:20][N:19]([C:29]=2[N:28]=1)[C@@H:12]1[O:13][C@H:14]([CH2:17][OH:18])[C@@H:15]([OH:16])[C@H:11]1[O:10][CH2:9][CH2:8][CH2:7][CH2:6][N:1]1[CH:5]=[CH:4][N:3]=[CH:2]1)(=[O:39])[CH:36]([CH3:38])[CH3:37], predict the reactants needed to synthesize it. The reactants are: [N:1]1([CH2:6][CH2:7][CH2:8][CH2:9][O:10][C@@H:11]2[C@H:15]([OH:16])[C@@H:14]([CH2:17][OH:18])[O:13][C@H:12]2[N:19]2[C:29]3[N:28]=[C:26]([NH2:27])[NH:25][C:23](=[O:24])[C:22]=3[N:21]=[CH:20]2)[CH:5]=[CH:4][N:3]=[CH:2]1.C[Si](Cl)(C)C.[C:35](Cl)(=[O:39])[CH:36]([CH3:38])[CH3:37]. (2) Given the product [OH:33][C:10]1[CH:9]=[N:8][C:7]2[N:2]([CH3:1])[C:3](=[O:32])[N:4]([CH2:22][CH2:23][CH2:24][O:25][CH:26]3[CH2:31][CH2:30][CH2:29][CH2:28][O:27]3)[C:5](=[O:21])[C:6]=2[CH:11]=1, predict the reactants needed to synthesize it. The reactants are: [CH3:1][N:2]1[C:7]2[N:8]=[CH:9][C:10](B3OC(C)(C)C(C)(C)O3)=[CH:11][C:6]=2[C:5](=[O:21])[N:4]([CH2:22][CH2:23][CH2:24][O:25][CH:26]2[CH2:31][CH2:30][CH2:29][CH2:28][O:27]2)[C:3]1=[O:32].[OH:33]O. (3) Given the product [N:1]1([CH2:6][CH2:7][CH2:8][O:9][C:10]2[CH:15]=[CH:14][C:13]([C:16]3([CH2:22][N:23]4[CH2:24][CH2:25][S:26](=[O:32])[CH2:27][CH2:28]4)[CH2:17][CH2:18][O:19][CH2:20][CH2:21]3)=[CH:12][CH:11]=2)[CH2:5][CH2:4][CH2:3][CH2:2]1, predict the reactants needed to synthesize it. The reactants are: [N:1]1([CH2:6][CH2:7][CH2:8][O:9][C:10]2[CH:15]=[CH:14][C:13]([C:16]3([CH2:22][N:23]4[CH2:28][CH2:27][S:26][CH2:25][CH2:24]4)[CH2:21][CH2:20][O:19][CH2:18][CH2:17]3)=[CH:12][CH:11]=2)[CH2:5][CH2:4][CH2:3][CH2:2]1.FC(F)(F)C(OO)=[O:32].OO. (4) Given the product [F:17][C:2]([F:1])([F:16])[C:3]([C:5]1[C:13]2[C:8](=[CH:9][C:10]([O:14][CH3:15])=[CH:11][CH:12]=2)[N:7]([CH:25]([CH3:27])[CH3:26])[CH:6]=1)=[O:4], predict the reactants needed to synthesize it. The reactants are: [F:1][C:2]([F:17])([F:16])[C:3]([C:5]1[C:13]2[C:8](=[CH:9][C:10]([O:14][CH3:15])=[CH:11][CH:12]=2)[NH:7][CH:6]=1)=[O:4].C(=O)([O-])[O-].[K+].[K+].I[CH:25]([CH3:27])[CH3:26]. (5) Given the product [C:25]([C:29]1[CH:34]=[CH:33][C:32]([S:35]([N:23]([CH:21]([C:10]2[N:9]([C:6]3[CH:5]=[CH:4][C:3]([O:2][CH3:1])=[CH:8][CH:7]=3)[C:18](=[O:19])[C:17]3[C:12](=[CH:13][C:14]([CH3:20])=[CH:15][CH:16]=3)[N:11]=2)[CH3:22])[CH3:24])(=[O:37])=[O:36])=[CH:31][CH:30]=1)([CH3:28])([CH3:26])[CH3:27], predict the reactants needed to synthesize it. The reactants are: [CH3:1][O:2][C:3]1[CH:8]=[CH:7][C:6]([N:9]2[C:18](=[O:19])[C:17]3[C:12](=[CH:13][C:14]([CH3:20])=[CH:15][CH:16]=3)[N:11]=[C:10]2[CH:21]([NH:23][CH3:24])[CH3:22])=[CH:5][CH:4]=1.[C:25]([C:29]1[CH:34]=[CH:33][C:32]([S:35](Cl)(=[O:37])=[O:36])=[CH:31][CH:30]=1)([CH3:28])([CH3:27])[CH3:26]. (6) Given the product [C:50]([O:49][C:47]([N:39]([C:40]([O:41][C:42]([CH3:45])([CH3:43])[CH3:44])=[O:46])[C:35]1[C:36]2[C:31](=[CH:30][C:29]([NH:28][CH:7]3[C:6](=[O:54])[N:5]([CH3:55])[CH2:4][C:3]4[CH:20]=[C:17]([CH:18]=[CH:19][C:2]=4[C:15]([O:14][CH3:13])=[O:21])[NH:16][C:15](=[O:21])[O:14][CH2:13][C:12]([F:22])([F:23])[C:11]4[C:10]([CH3:27])=[CH:9][C:8]3=[CH:25][C:24]=4[CH3:26])=[CH:38][CH:37]=2)[CH:32]=[CH:33][N:34]=1)=[O:48])([CH3:51])([CH3:53])[CH3:52], predict the reactants needed to synthesize it. The reactants are: Br[C:2]1[CH:19]=[CH:18][C:17]2=[CH:20][C:3]=1[CH2:4][N:5]([CH3:55])[C:6](=[O:54])[CH:7]([NH:28][C:29]1[CH:30]=[C:31]3[C:36](=[CH:37][CH:38]=1)[C:35]([N:39]([C:47]([O:49][C:50]([CH3:53])([CH3:52])[CH3:51])=[O:48])[C:40](=[O:46])[O:41][C:42]([CH3:45])([CH3:44])[CH3:43])=[N:34][CH:33]=[CH:32]3)[C:8]1[CH:25]=[C:24]([CH3:26])[C:11]([C:12]([F:23])([F:22])[CH2:13][O:14][C:15](=[O:21])[NH:16]2)=[C:10]([CH3:27])[CH:9]=1.CS(C)=O.C1C=CC(P(C2C=CC=CC=2)CCCP(C2C=CC=CC=2)C2C=CC=CC=2)=CC=1.[C]=O. (7) Given the product [CH2:21]([N:4]1[C:3](=[O:9])[C:2]([Cl:1])=[C:7]([Cl:8])[CH:6]=[N:5]1)[C:22]1[CH:27]=[CH:26][CH:25]=[CH:24][CH:23]=1, predict the reactants needed to synthesize it. The reactants are: [Cl:1][C:2]1[C:3](=[O:9])[NH:4][N:5]=[CH:6][C:7]=1[Cl:8].CN(C=O)C.C([O-])([O-])=O.[K+].[K+].[CH2:21](Br)[C:22]1[CH:27]=[CH:26][CH:25]=[CH:24][CH:23]=1. (8) Given the product [OH:1][C:2]1[CH:7]=[C:6]([O:8][CH3:9])[CH:5]=[CH:4][C:3]=1[C:10](/[C:11](=[CH:20]\[C:21]1[CH:26]=[CH:25][CH:24]=[CH:23][CH:22]=1)/[C:12]([O:14][C:15]([CH3:16])([CH3:18])[CH3:17])=[O:13])=[O:19], predict the reactants needed to synthesize it. The reactants are: [OH:1][C:2]1[CH:7]=[C:6]([O:8][CH3:9])[CH:5]=[CH:4][C:3]=1[C:10](=[O:19])[CH2:11][C:12]([O:14][C:15]([CH3:18])([CH3:17])[CH3:16])=[O:13].[CH:20](=O)[C:21]1[CH:26]=[CH:25][CH:24]=[CH:23][CH:22]=1.N1CCCCC1.C(O)(=O)C.